From a dataset of Catalyst prediction with 721,799 reactions and 888 catalyst types from USPTO. Predict which catalyst facilitates the given reaction. (1) Reactant: CCN(C(C)C)C(C)C.[OH:10][C:11]1[CH:12]=[CH:13][CH:14]=[C:15]2[C:20]=1[O:19][C:18](=[O:21])[C:17]([C:22]([OH:24])=O)=[CH:16]2.CN(C(ON1N=NC2C=CC=NC1=2)=[N+](C)C)C.F[P-](F)(F)(F)(F)F.[C:49]([C:51]1[CH:52]=[C:53]([C:58]2[CH:63]=[CH:62][CH:61]=[C:60]([NH2:64])[CH:59]=2)[CH:54]=[CH:55][C:56]=1[F:57])#[N:50]. Product: [C:49]([C:51]1[CH:52]=[C:53]([C:58]2[CH:63]=[CH:62][CH:61]=[C:60]([NH:64][C:22]([C:17]3[C:18](=[O:21])[O:19][C:20]4[C:15]([CH:16]=3)=[CH:14][CH:13]=[CH:12][C:11]=4[OH:10])=[O:24])[CH:59]=2)[CH:54]=[CH:55][C:56]=1[F:57])#[N:50]. The catalyst class is: 3. (2) Product: [Cl:1][C:2]1[N:7]=[N:6][C:5]([O:8][CH2:9][CH:10]2[CH2:15][CH2:14][NH:13][CH2:12][CH2:11]2)=[CH:4][CH:3]=1. The catalyst class is: 5. Reactant: [Cl:1][C:2]1[N:7]=[N:6][C:5]([O:8][CH2:9][CH:10]2[CH2:15][CH2:14][N:13](C(OC(C)(C)C)=O)[CH2:12][CH2:11]2)=[CH:4][CH:3]=1.Cl.O1CCOCC1. (3) Reactant: [NH3:1].[Cl:2][C:3]1[CH:4]=[C:5]([N:10]2[C:14]([CH3:15])=[CH:13][C:12]([C:16]([O:18]CC)=O)=[N:11]2)[CH:6]=[CH:7][C:8]=1[F:9]. Product: [Cl:2][C:3]1[CH:4]=[C:5]([N:10]2[C:14]([CH3:15])=[CH:13][C:12]([C:16]([NH2:1])=[O:18])=[N:11]2)[CH:6]=[CH:7][C:8]=1[F:9]. The catalyst class is: 5. (4) Reactant: [ClH:1].[NH2:2][C@@H:3]1[CH2:5][C@H:4]1[C:6]1[CH:11]=[CH:10][C:9]([NH:12][C:13](=[O:24])[C:14]2[CH:19]=[CH:18][CH:17]=[C:16]([C:20]([F:23])([F:22])[F:21])[CH:15]=2)=[CH:8][CH:7]=1.[CH3:25][N:26]1[CH2:31][CH2:30][C:29](=O)[CH2:28][CH2:27]1.C(=O)([O-])O.[Na+].[BH4-].[Na+]. Product: [ClH:1].[ClH:1].[CH3:25][N:26]1[CH2:31][CH2:30][CH:29]([NH:2][C@@H:3]2[CH2:5][C@H:4]2[C:6]2[CH:7]=[CH:8][C:9]([NH:12][C:13](=[O:24])[C:14]3[CH:19]=[CH:18][CH:17]=[C:16]([C:20]([F:22])([F:23])[F:21])[CH:15]=3)=[CH:10][CH:11]=2)[CH2:28][CH2:27]1. The catalyst class is: 92. (5) Product: [N:46]1([CH2:44][CH:42]2[CH2:43][CH:40]([N:22]3[C:18]4[N:19]=[CH:20][N:21]=[C:16]([NH2:15])[C:17]=4[C:24]([C:25]4[CH:30]=[CH:29][CH:28]=[C:27]([O:31][CH2:32][C:33]56[O:39][CH:36]([CH2:35][CH2:34]5)[CH2:37][CH2:38]6)[CH:26]=4)=[CH:23]3)[CH2:41]2)[CH2:49][CH2:48][CH2:47]1. The catalyst class is: 26. Reactant: C(O[BH-](OC(=O)C)OC(=O)C)(=O)C.[Na+].[NH2:15][C:16]1[C:17]2[C:24]([C:25]3[CH:30]=[CH:29][CH:28]=[C:27]([O:31][CH2:32][C:33]45[O:39][CH:36]([CH2:37][CH2:38]4)[CH2:35][CH2:34]5)[CH:26]=3)=[CH:23][N:22]([CH:40]3[CH2:43][CH:42]([CH:44]=O)[CH2:41]3)[C:18]=2[N:19]=[CH:20][N:21]=1.[NH:46]1[CH2:49][CH2:48][CH2:47]1.C(O)(=O)C. (6) Reactant: [NH2:1][C:2]1([C:6]2[CH:11]=[CH:10][C:9]([C:12]3[O:26][C:15]4[N:16]=[C:17]([NH:22][CH2:23][CH2:24][OH:25])[N:18]=[C:19]([O:20]C)[C:14]=4[C:13]=3[C:27]3[CH:32]=[CH:31][CH:30]=[CH:29][CH:28]=3)=[CH:8][CH:7]=2)[CH2:5][CH2:4][CH2:3]1.Cl. Product: [NH2:1][C:2]1([C:6]2[CH:7]=[CH:8][C:9]([C:12]3[O:26][C:15]4[N:16]=[C:17]([NH:22][CH2:23][CH2:24][OH:25])[NH:18][C:19](=[O:20])[C:14]=4[C:13]=3[C:27]3[CH:28]=[CH:29][CH:30]=[CH:31][CH:32]=3)=[CH:10][CH:11]=2)[CH2:3][CH2:4][CH2:5]1. The catalyst class is: 12. (7) The catalyst class is: 54. Product: [CH:22]([NH:26][C:4](=[O:7])[CH:3]([O:8][C:9]1[CH:16]=[CH:15][C:12]([C:13]#[N:14])=[C:11]([C:17]([F:19])([F:18])[F:20])[CH:10]=1)[C:2]([CH3:21])([CH3:1])[CH2:6][OH:5])([CH2:24][CH3:25])[CH3:23]. Reactant: [CH3:1][C:2]1([CH3:21])[CH2:6][O:5][C:4](=[O:7])[CH:3]1[O:8][C:9]1[CH:16]=[CH:15][C:12]([C:13]#[N:14])=[C:11]([C:17]([F:20])([F:19])[F:18])[CH:10]=1.[C@@H:22]([NH2:26])([CH2:24][CH3:25])[CH3:23]. (8) Reactant: [NH2:1][C:2]1[N:7]=[C:6]([Cl:8])[CH:5]=[C:4]([O:9][CH2:10][C:11]2[CH:24]=[CH:23][C:14]([CH2:15][NH:16]C(=O)C(F)(F)F)=[CH:13][CH:12]=2)[N:3]=1.CN. Product: [NH2:16][CH2:15][C:14]1[CH:23]=[CH:24][C:11]([CH2:10][O:9][C:4]2[N:3]=[C:2]([NH2:1])[N:7]=[C:6]([Cl:8])[CH:5]=2)=[CH:12][CH:13]=1. The catalyst class is: 5. (9) Reactant: [NH2:1][C:2]1[NH:6][N:5]=[CH:4][C:3]=1[C:7]([C:9]1[S:10][CH:11]=[CH:12][CH:13]=1)=[O:8].CN(C)[CH:16]=[CH:17][C:18]([C:20]1[CH:21]=[C:22]([N:26]([CH2:36][CH3:37])[S:27]([C:30]2[CH:35]=[CH:34][CH:33]=[CH:32][CH:31]=2)(=[O:29])=[O:28])[CH:23]=[CH:24][CH:25]=1)=O.C(OCC)(=O)C. Product: [CH2:36]([N:26]([C:22]1[CH:23]=[CH:24][CH:25]=[C:20]([C:18]2[N:6]3[N:5]=[CH:4][C:3]([C:7]([C:9]4[S:10][CH:11]=[CH:12][CH:13]=4)=[O:8])=[C:2]3[N:1]=[CH:16][CH:17]=2)[CH:21]=1)[S:27]([C:30]1[CH:35]=[CH:34][CH:33]=[CH:32][CH:31]=1)(=[O:29])=[O:28])[CH3:37]. The catalyst class is: 15.